This data is from NCI-60 drug combinations with 297,098 pairs across 59 cell lines. The task is: Regression. Given two drug SMILES strings and cell line genomic features, predict the synergy score measuring deviation from expected non-interaction effect. (1) Drug 1: CCN(CC)CCNC(=O)C1=C(NC(=C1C)C=C2C3=C(C=CC(=C3)F)NC2=O)C. Drug 2: COC1=C2C(=CC3=C1OC=C3)C=CC(=O)O2. Cell line: A498. Synergy scores: CSS=3.02, Synergy_ZIP=0.528, Synergy_Bliss=1.71, Synergy_Loewe=-2.06, Synergy_HSA=-1.69. (2) Drug 1: CCC(=C(C1=CC=CC=C1)C2=CC=C(C=C2)OCCN(C)C)C3=CC=CC=C3.C(C(=O)O)C(CC(=O)O)(C(=O)O)O. Drug 2: CC1=C(C(=CC=C1)Cl)NC(=O)C2=CN=C(S2)NC3=CC(=NC(=N3)C)N4CCN(CC4)CCO. Cell line: ACHN. Synergy scores: CSS=37.8, Synergy_ZIP=11.2, Synergy_Bliss=19.7, Synergy_Loewe=10.3, Synergy_HSA=15.9. (3) Drug 1: C1CCN(CC1)CCOC2=CC=C(C=C2)C(=O)C3=C(SC4=C3C=CC(=C4)O)C5=CC=C(C=C5)O. Drug 2: C1CC(=O)NC(=O)C1N2CC3=C(C2=O)C=CC=C3N. Cell line: SF-268. Synergy scores: CSS=2.21, Synergy_ZIP=0.819, Synergy_Bliss=3.07, Synergy_Loewe=3.59, Synergy_HSA=1.45. (4) Drug 1: CCC1=C2CN3C(=CC4=C(C3=O)COC(=O)C4(CC)O)C2=NC5=C1C=C(C=C5)O. Drug 2: C1=CC=C(C=C1)NC(=O)CCCCCCC(=O)NO. Cell line: UACC-257. Synergy scores: CSS=27.9, Synergy_ZIP=-10.3, Synergy_Bliss=-2.00, Synergy_Loewe=-36.1, Synergy_HSA=0.335.